This data is from Drug-target binding data from BindingDB using Ki measurements. The task is: Regression. Given a target protein amino acid sequence and a drug SMILES string, predict the binding affinity score between them. We predict pKi (pKi = -log10(Ki in M); higher means stronger inhibition). Dataset: bindingdb_ki. (1) The compound is OB(O)c1ccc(-c2ccccc2)cc1. The target protein (Q5AJ71) has sequence MGRENILKYQLEHDHESDLVTEKDQSLLLDNNNNLNGMNNTIKTHPVRVSSGNHNNFPFTLSSESTLQDFLNNNKFFVDSIKHNHGNQIFDLNGQGQSPHTLWIGCSDSRAGDQCLATLPGEIFVHRNIANIVNANDISSQGVIQFAIDVLKVKKIIVCGHTDCGGIWASLSKKKIGGVLDLWLNPVRHIRAANLKLLEEYNQDPKLKAKKLAELNVISSVTALKRHPSASVALKKNEIEVWGMLYDVATGYLSQVEIPQDEFEDLFHVHDEHDEEEYNPH. The pKi is 5.1. (2) The small molecule is CN1CCN([C@@H]2Cc3ccccc3Sc3ccc(Cl)cc32)CC1. The target protein sequence is AGDADGLLAGRGPGAGTPGTPGAAAALAGGVLLIGAVLAGNALVCASVAAERALQTPTNYFIVSLAAADLLLALLVLPLFVYSEVQGGVWLFSPGLCDALMAMDVMLCTASIFNLCAISVDRFVAVAVPLSYNRQGGGGRQLLLIGATWLLSAAVAAPVLCGLNDARGRDPAVCRLEDRDYVVYSSVCSFFLPCPLMLLLYWATFRGLRRWEAARRAKLHGRTPRRPSGPGPPPPDGSPDGTPGPPPPDGSPDGTSDGTPGPPPPDGSPDGTPGPPPPDGSPDDNPRPPPPDSSPGPPPPEVTPDDTPDATPRPLPPAADAAAPPPADPAEPPRQPRKRRRAKITGRERKAMRVLPVVVGAFLLCWTPFFVVHITRALCPACPVPPRLVSAVTWLGYVNSALNPLIYTVFNAEFRAVFRKA. The pKi is 8.8. (3) The pKi is 6.9. The target protein (P52700) has sequence MRSTLLAFALAVALPAAHTSAAEVPLPQLRAYTVDASWLQPMAPLQIADHTWQIGTEDLTALLVQTPDGAVLLDGGMPQMASHLLDNMKARGVTPRDLRLILLSHAHADHAGPVAELKRRTGAKVAANAESAVLLARGGSDDLHFGDGITYPPANADRIVMDGEVITVGGIVFTAHFMAGHTPGSTAWTWTDTRNGKPVRIAYADSLSAPGYQLQGNPRYPHLIEDYRRSFATVRALPCDVLLTPHPGASNWDYAAGARAGAKALTCKAYADAAEQKFDGQLAKETAGAR. The compound is O=C(O)c1cccc(C(=O)NC(CCS)C(=O)N[C@H](Cc2ccccc2)C(=O)O)n1. (4) The compound is CC(C)CC(NC(=O)OCc1ccccc1)C(=O)N[C@@H](Cc1ccccc1)C(=O)C(=O)NNCc1ccccc1. The target protein (P04574) has sequence MFLVNSFLKGGGGGGGGGGGLGGGLGNVLGGLISGAGGGGGGGGGGGGGGGGGGTAMRILGGVISAISEAAAQYNPEPPPPRTHYSNIEANESEEVRQFRRLFAQLAGDDMEVSATELMNILNKVVTRHPDLKTDGFGIDTCRSMVAVMDSDTTGKLGFEEFKYLWNNIKKWQAIYKQFDVDRSGTIGSSELPGAFEAAGFHLNEHLYSMIIRRYSDEGGNMDFDNFISCLVRLDAMFRAFKSLDKDGTGQIQVNIQEWLQLTMYS. The pKi is 8.3. (5) The drug is COc1ccc(C2C(C(=O)c3ccco3)C(=O)C(=O)N2CCN2CCOCC2)c(OC)c1. The target protein (P21462) has sequence METNSSLPTNISGGTPAVSAGYLFLDIITYLVFAVTFVLGVLGNGLVIWVAGFRMTHTVTTISYLNLAVADFCFTSTLPFFMVRKAMGGHWPFGWFLCKFVFTIVDINLFGSVFLIALIALDRCVCVLHPVWTQNHRTVSLAKKVIIGPWVMALLLTLPVIIRVTTVPGKTGTVACTFNFSPWTNDPKERINVAVAMLTVRGIIRFIIGFSAPMSIVAVSYGLIATKIHKQGLIKSSRPLRVLSFVAAAFFLCWSPYQVVALIATVRIRELLQGMYKEIGIAVDVTSALAFFNSCLNPMLYVFMGQDFRERLIHALPASLERALTEDSTQTSDTATNSTLPSAEVELQAK. The pKi is 5.2.